From a dataset of Full USPTO retrosynthesis dataset with 1.9M reactions from patents (1976-2016). Predict the reactants needed to synthesize the given product. (1) Given the product [NH2:9][C:6]1[CH:7]=[CH:8][C:3]([O:2][CH3:1])=[C:4]([NH:12][C:13](=[O:21])[CH2:14][N:15]2[CH2:20][CH2:19][O:18][CH2:17][CH2:16]2)[CH:5]=1, predict the reactants needed to synthesize it. The reactants are: [CH3:1][O:2][C:3]1[CH:8]=[CH:7][C:6]([N+:9]([O-])=O)=[CH:5][C:4]=1[NH:12][C:13](=[O:21])[CH2:14][N:15]1[CH2:20][CH2:19][O:18][CH2:17][CH2:16]1. (2) The reactants are: [C@@H:1]12[CH2:8][C@@:5]([C:9]3[NH:13][C:12]4[CH:14]=[CH:15][CH:16]=[C:17]([C:18]([NH2:20])=[O:19])[C:11]=4[N:10]=3)([NH:6][CH2:7]1)[CH2:4][CH2:3][CH2:2]2.C=O.[C:23]([BH3-])#N.[Na+]. Given the product [CH3:23][N:6]1[CH2:7][C@H:1]2[CH2:8][C@:5]1([C:9]1[NH:13][C:12]3[CH:14]=[CH:15][CH:16]=[C:17]([C:18]([NH2:20])=[O:19])[C:11]=3[N:10]=1)[CH2:4][CH2:3][CH2:2]2, predict the reactants needed to synthesize it. (3) Given the product [CH3:2][O:3][C:4]([C:6]1[CH:10]=[CH:9][S:8][C:7]=1[C:11]1[CH:16]=[CH:15][C:14]([NH2:17])=[CH:13][CH:12]=1)=[O:5], predict the reactants needed to synthesize it. The reactants are: Cl.[CH3:2][O:3][C:4]([C:6]1[CH:10]=[CH:9][S:8][C:7]=1[C:11]1[CH:16]=[CH:15][C:14]([N+:17]([O-])=O)=[CH:13][CH:12]=1)=[O:5].C(O)C. (4) Given the product [CH2:1]([O:3][C:4]([C:6]1([C:9]2[CH:10]=[CH:11][C:12]([C:15]3[CH:20]=[CH:19][C:18]([C:21]4[O:25][N:24]=[C:23]([CH3:26])[C:22]=4[NH:27][C:29]4[CH:34]=[CH:33][CH:32]=[C:31]([N:35]5[CH:39]=[CH:38][CH:37]=[N:36]5)[N:30]=4)=[CH:17][CH:16]=3)=[CH:13][CH:14]=2)[CH2:8][CH2:7]1)=[O:5])[CH3:2], predict the reactants needed to synthesize it. The reactants are: [CH2:1]([O:3][C:4]([C:6]1([C:9]2[CH:14]=[CH:13][C:12]([C:15]3[CH:20]=[CH:19][C:18]([C:21]4[O:25][N:24]=[C:23]([CH3:26])[C:22]=4[NH2:27])=[CH:17][CH:16]=3)=[CH:11][CH:10]=2)[CH2:8][CH2:7]1)=[O:5])[CH3:2].Br[C:29]1[CH:34]=[CH:33][CH:32]=[C:31]([N:35]2[CH:39]=[CH:38][CH:37]=[N:36]2)[N:30]=1.